The task is: Regression/Classification. Given a drug SMILES string, predict its toxicity properties. Task type varies by dataset: regression for continuous values (e.g., LD50, hERG inhibition percentage) or binary classification for toxic/non-toxic outcomes (e.g., AMES mutagenicity, cardiotoxicity, hepatotoxicity). Dataset: ames.. This data is from Ames mutagenicity test results for genotoxicity prediction. (1) The compound is COc1ccc(O)c2c(=O)c3c(OC)cc4c(c3oc12)[C@@H]1C=CO[C@H]1O4. The result is 1 (mutagenic). (2) The drug is O=C/C(Br)=C/c1ccccc1. The result is 1 (mutagenic). (3) The molecule is c1cnc2c(c1)ccc1c3cccnc3ccc12. The result is 1 (mutagenic).